This data is from Catalyst prediction with 721,799 reactions and 888 catalyst types from USPTO. The task is: Predict which catalyst facilitates the given reaction. (1) Reactant: [CH:1]1([NH2:4])[CH2:3][CH2:2]1.C(O)(=O)C.[CH:9]([C:12]1[CH:19]=[CH:18][CH:17]=[CH:16][C:13]=1[CH:14]=O)([CH3:11])[CH3:10].C([BH3-])#N.[Na+]. Product: [CH:9]([C:12]1[CH:19]=[CH:18][CH:17]=[CH:16][C:13]=1[CH2:14][NH:4][CH:1]1[CH2:3][CH2:2]1)([CH3:11])[CH3:10]. The catalyst class is: 5. (2) Reactant: [C:1]([O:5][C:6]([N:8]1[CH2:13][CH2:12][N:11]([S:14]([C:17]2[CH:18]=[C:19]3[C:23](=[CH:24][CH:25]=2)[N:22]([C:26]([O:28][C:29]([CH3:32])([CH3:31])[CH3:30])=[O:27])[CH:21]=[CH:20]3)(=[O:16])=[O:15])[CH2:10][CH2:9]1)=[O:7])([CH3:4])([CH3:3])[CH3:2].[Li]C(C)(C)C.C[O:39][B:40](OC)[O:41]C. Product: [C:29]([O:28][C:26]([N:22]1[C:23]2[C:19](=[CH:18][C:17]([S:14]([N:11]3[CH2:12][CH2:13][N:8]([C:6]([O:5][C:1]([CH3:4])([CH3:3])[CH3:2])=[O:7])[CH2:9][CH2:10]3)(=[O:16])=[O:15])=[CH:25][CH:24]=2)[CH:20]=[C:21]1[B:40]([OH:41])[OH:39])=[O:27])([CH3:32])([CH3:31])[CH3:30]. The catalyst class is: 1. (3) Reactant: CCN(S(F)(F)[F:7])CC.[CH3:10][O:11][C:12]([CH:14]1[CH2:19][C:18]([CH2:21][CH:22]=[CH2:23])(O)[CH2:17][CH2:16][N:15]1[C:24]([O:26][C:27]([CH3:30])([CH3:29])[CH3:28])=[O:25])=[O:13].[NH4+].[Cl-]. The catalyst class is: 2. Product: [CH3:10][O:11][C:12]([CH:14]1[CH2:19][C:18]([F:7])([CH2:21][CH2:22][CH3:23])[CH2:17][CH2:16][N:15]1[C:24]([O:26][C:27]([CH3:30])([CH3:29])[CH3:28])=[O:25])=[O:13]. (4) Reactant: [Cl:1][C:2]1[N:7]=[C:6](Cl)[C:5]([N+:9]([O-:11])=[O:10])=[CH:4][N:3]=1.[CH:12]1([NH:18][C@@H:19]([C:21]([O:23][CH3:24])=[O:22])[CH3:20])[CH2:17][CH2:16][CH2:15][CH2:14][CH2:13]1.C(=O)([O-])[O-].[K+].[K+]. Product: [Cl:1][C:2]1[N:7]=[C:6]([N:18]([CH:12]2[CH2:17][CH2:16][CH2:15][CH2:14][CH2:13]2)[C@@H:19]([C:21]([O:23][CH3:24])=[O:22])[CH3:20])[C:5]([N+:9]([O-:11])=[O:10])=[CH:4][N:3]=1. The catalyst class is: 28. (5) Reactant: [I:1][C:2]1[CH:12]=[CH:11][C:5]([C:6]([N:8]=[C:9]=[O:10])=O)=[CH:4][CH:3]=1.[Cl:13][C:14]1[CH:19]=[CH:18][C:17]([CH2:20][NH:21][C:22](=[O:26])[CH:23]([CH3:25])[CH3:24])=[CH:16][C:15]=1[NH:27][NH:28]C(OC(C)(C)C)=O.FC(F)(F)C(O)=O. The catalyst class is: 2. Product: [Cl:13][C:14]1[CH:19]=[CH:18][C:17]([CH2:20][NH:21][C:22](=[O:26])[CH:23]([CH3:25])[CH3:24])=[CH:16][C:15]=1[N:27]1[C:9](=[O:10])[NH:8][C:6]([C:5]2[CH:11]=[CH:12][C:2]([I:1])=[CH:3][CH:4]=2)=[N:28]1. (6) Reactant: [Cl:1][C:2]1[CH:24]=[CH:23][C:5]([CH2:6][NH:7][C:8]([C:10]2[C:11](=[O:22])[C:12]3[CH:19]=[C:18]([CH2:20]Cl)[S:17][C:13]=3[N:14]([CH3:16])[CH:15]=2)=[O:9])=[CH:4][CH:3]=1.C(N(CC)C(C)C)(C)C.[CH3:34][NH:35][CH2:36][CH:37]([C:39]1[N:40]([CH3:44])[CH:41]=[CH:42][CH:43]=1)[OH:38].O. Product: [Cl:1][C:2]1[CH:24]=[CH:23][C:5]([CH2:6][NH:7][C:8]([C:10]2[C:11](=[O:22])[C:12]3[CH:19]=[C:18]([CH2:20][N:35]([CH2:36][CH:37]([OH:38])[C:39]4[N:40]([CH3:44])[CH:41]=[CH:42][CH:43]=4)[CH3:34])[S:17][C:13]=3[N:14]([CH3:16])[CH:15]=2)=[O:9])=[CH:4][CH:3]=1. The catalyst class is: 3. (7) Reactant: [CH2:1]([CH:3]([C:6]1[C:7]2[N:8]([C:13](C3C4C(=C(C)C=CC=4)NC=3)=[C:14]([CH3:16])[N:15]=2)[N:9]=[C:10]([CH3:12])[CH:11]=1)[CH2:4][CH3:5])[CH3:2].[CH3:27][N:28]([CH:30]=O)[CH3:29].[H-].[Na+].CI. Product: [CH3:27][N:28]1[C:29]2[C:1](=[CH:3][CH:6]=[CH:11][C:10]=2[CH3:12])[CH:2]=[C:30]1[C:13]1[N:8]2[N:9]=[C:10]([CH3:12])[CH:11]=[C:6]([CH:3]([CH2:4][CH3:5])[CH2:1][CH3:2])[C:7]2=[N:15][C:14]=1[CH3:16]. The catalyst class is: 25.